From a dataset of Reaction yield outcomes from USPTO patents with 853,638 reactions. Predict the reaction yield, written as a fraction of the theoretical maximum amount of product (1.0 means a 100% yield; for example, 0.34 means a 34% yield). (1) The reactants are [Br:1][C:2]1[CH:3]=[N:4][N:5]([C:10]2[CH:11]=[C:12]([CH:25]=[CH:26][CH:27]=2)[O:13][CH2:14][CH2:15][CH2:16][NH:17]C(=O)OC(C)(C)C)[C:6](=[O:9])[C:7]=1[Br:8].[ClH:28]. The catalyst is ClCCl.O1CCOCC1. The product is [ClH:28].[NH2:17][CH2:16][CH2:15][CH2:14][O:13][C:12]1[CH:11]=[C:10]([N:5]2[C:6](=[O:9])[C:7]([Br:8])=[C:2]([Br:1])[CH:3]=[N:4]2)[CH:27]=[CH:26][CH:25]=1. The yield is 0.940. (2) The reactants are [N+:1]([C:4]1[CH:9]=[CH:8][CH:7]=[CH:6][C:5]=1[S:10](Cl)(=[O:12])=[O:11])([O-:3])=[O:2].Cl.[CH2:15]([O:22][NH2:23])[C:16]1[CH:21]=[CH:20][CH:19]=[CH:18][CH:17]=1. The catalyst is N1C=CC=CC=1. The product is [CH2:15]([O:22][NH:23][S:10]([C:5]1[CH:6]=[CH:7][CH:8]=[CH:9][C:4]=1[N+:1]([O-:3])=[O:2])(=[O:12])=[O:11])[C:16]1[CH:21]=[CH:20][CH:19]=[CH:18][CH:17]=1. The yield is 0.626. (3) The reactants are [Cl:1][CH2:2][CH2:3][CH2:4][C:5]([C:7]1[CH:12]=[CH:11][C:10]([C:13]([CH3:20])([CH3:19])[C:14]([O:16][CH2:17][CH3:18])=[O:15])=[CH:9][CH:8]=1)=[O:6].[C:21]1([C:27]([C:35]2[CH:40]=[CH:39][CH:38]=[CH:37][CH:36]=2)([CH:29]2[CH2:34][CH2:33][NH:32][CH2:31][CH2:30]2)[OH:28])[CH:26]=[CH:25][CH:24]=[CH:23][CH:22]=1.Cl. The catalyst is C1(C)C(C)=CC=CC=1. The product is [ClH:1].[OH:28][C:27]([C:35]1[CH:40]=[CH:39][CH:38]=[CH:37][CH:36]=1)([C:21]1[CH:22]=[CH:23][CH:24]=[CH:25][CH:26]=1)[CH:29]1[CH2:34][CH2:33][N:32]([CH2:2][CH2:3][CH2:4][C:5]([C:7]2[CH:12]=[CH:11][C:10]([C:13]([CH3:20])([CH3:19])[C:14]([O:16][CH2:17][CH3:18])=[O:15])=[CH:9][CH:8]=2)=[O:6])[CH2:31][CH2:30]1. The yield is 0.700. (4) The reactants are [CH2:1]([O:4][NH:5][C@H:6]1[CH2:11][NH:10][C@H:9]([C:12]([NH2:14])=[O:13])[C:8]([CH3:15])=[CH:7]1)[CH:2]=[CH2:3].C(N(C(C)C)C(C)C)C.[C:25](=O)(OC(Cl)(Cl)Cl)[O:26]C(Cl)(Cl)Cl. The catalyst is C(#N)C. The product is [CH2:1]([O:4][N:5]1[C:25](=[O:26])[N:10]2[CH2:11][C@H:6]1[CH:7]=[C:8]([CH3:15])[C@H:9]2[C:12]([NH2:14])=[O:13])[CH:2]=[CH2:3]. The yield is 0.820. (5) The reactants are C1N=CN([C:6]([N:8]2[CH:12]=N[CH:10]=[CH:9]2)=[O:7])C=1.[O:13]1[CH2:18][CH2:17][CH:16](C(O)=O)[CH2:15][CH2:14]1.[Cl:22][C:23]1[C:35]([CH2:36][N:37]2[CH2:41][CH2:40][CH2:39][CH2:38]2)=[CH:34][CH:33]=[CH:32][C:24]=1[O:25][C@H:26]1[CH2:29][C@H](CN)[CH2:27]1. The catalyst is C1COCC1. The product is [ClH:22].[Cl:22][C:23]1[C:35]([CH2:36][N:37]2[CH2:41][CH2:40][CH2:39][CH2:38]2)=[CH:34][CH:33]=[CH:32][C:24]=1[O:25][C@H:26]1[CH2:29][C@H:10]([CH2:9][N:8]([CH3:12])[C:6]([CH:16]2[CH2:15][CH2:14][O:13][CH2:18][CH2:17]2)=[O:7])[CH2:27]1. The yield is 0.530. (6) The reactants are [CH2:1]([NH2:8])[C:2]1[CH:7]=[CH:6][CH:5]=[CH:4][CH:3]=1.[CH3:9][CH2:10][C:11](=O)[CH2:12][CH3:13].[BH3-]C#N.[Na+]. The catalyst is CO.C(O[Ti](OC(C)C)(OC(C)C)OC(C)C)(C)C. The product is [CH2:1]([NH:8][CH:11]([CH2:12][CH3:13])[CH2:10][CH3:9])[C:2]1[CH:7]=[CH:6][CH:5]=[CH:4][CH:3]=1. The yield is 0.600.